This data is from Catalyst prediction with 721,799 reactions and 888 catalyst types from USPTO. The task is: Predict which catalyst facilitates the given reaction. (1) Product: [C:1]1([S:7]([N:10]2[C:14]3=[N:15][CH:16]=[C:17]([CH2:19][O:20][CH3:21])[CH:18]=[C:13]3[CH:12]=[C:11]2[C:22](=[O:29])[CH2:23][CH:24]2[CH2:28][CH2:27][CH2:26][CH2:25]2)(=[O:9])=[O:8])[CH:2]=[CH:3][CH:4]=[CH:5][CH:6]=1. The catalyst class is: 4. Reactant: [C:1]1([S:7]([N:10]2[C:14]3=[N:15][CH:16]=[C:17]([CH2:19][O:20][CH3:21])[CH:18]=[C:13]3[CH:12]=[C:11]2[CH:22]([OH:29])[CH2:23][CH:24]2[CH2:28][CH2:27][CH2:26][CH2:25]2)(=[O:9])=[O:8])[CH:6]=[CH:5][CH:4]=[CH:3][CH:2]=1.CC(OI1(OC(C)=O)(OC(C)=O)OC(=O)C2C=CC=CC1=2)=O. (2) Reactant: COC[O:4][C:5]1[C:6]([CH3:23])=[C:7]2[C:15](=[C:16]([CH3:19])[C:17]=1[CH3:18])[O:14][C:10]1([CH2:13][CH2:12][CH2:11]1)[CH:9]([CH:20]=O)[C:8]2=[O:22].O=S(Cl)[Cl:26]. Product: [Cl:26][CH:20]=[C:9]1[C:10]2([CH2:13][CH2:12][CH2:11]2)[O:14][C:15]2[C:7](=[C:6]([CH3:23])[C:5]([OH:4])=[C:17]([CH3:18])[C:16]=2[CH3:19])[C:8]1=[O:22]. The catalyst class is: 4. (3) Reactant: [F:1][C:2]([F:15])([CH:6]([O:9][C:10](=[O:14])[C:11]([CH3:13])=[CH2:12])[CH2:7][CH3:8])[C:3]([OH:5])=[O:4].C1CCC(N=C=NC2CCCCC2)CC1.[F:31][C:32]([F:36])([F:35])[CH2:33]O.Cl. Product: [F:31][C:32]([F:36])([F:35])[CH2:33][O:4][C:3](=[O:5])[C:2]([F:15])([F:1])[CH:6]([O:9][C:10](=[O:14])[C:11]([CH3:13])=[CH2:12])[CH2:7][CH3:8]. The catalyst class is: 154. (4) The catalyst class is: 33. Reactant: [C:1]1([CH2:7][N:8]2[CH2:13][CH2:12][CH:11]([NH:14][CH2:15][C:16]3[C:17]([NH:22]C(=O)C(C)(C)C)=[N:18][CH:19]=[CH:20][CH:21]=3)[CH2:10][CH2:9]2)[CH:6]=[CH:5][CH:4]=[CH:3][CH:2]=1. Product: [NH2:22][C:17]1[C:16]([CH2:15][NH:14][CH:11]2[CH2:10][CH2:9][N:8]([CH2:7][C:1]3[CH:6]=[CH:5][CH:4]=[CH:3][CH:2]=3)[CH2:13][CH2:12]2)=[CH:21][CH:20]=[CH:19][N:18]=1. (5) Reactant: Cl.Cl.[NH:3]1[CH2:7][CH2:6][C@H:5]([CH2:8][NH:9][CH2:10][C:11]([O:13][CH2:14][CH3:15])=[O:12])[CH2:4]1.C(N(CC)CC)C.Cl[C:24]1[N:32]2[C:28](=[N:29][C:30]3[CH:36]=[CH:35][CH:34]=[CH:33][C:31]=32)[C:27]([C:37]#[N:38])=[C:26]([CH3:39])[C:25]=1[C:40]1[CH:45]=[CH:44][CH:43]=[CH:42][CH:41]=1. Product: [C:37]([C:27]1[C:28]2=[N:29][C:30]3[CH:36]=[CH:35][CH:34]=[CH:33][C:31]=3[N:32]2[C:24]([N:3]2[CH2:7][CH2:6][C@@H:5]([CH2:8][NH:9][CH2:10][C:11]([O:13][CH2:14][CH3:15])=[O:12])[CH2:4]2)=[C:25]([C:40]2[CH:45]=[CH:44][CH:43]=[CH:42][CH:41]=2)[C:26]=1[CH3:39])#[N:38]. The catalyst class is: 9. (6) Reactant: CO[CH:3](O)[CH2:4][N:5]1[C:14]2[C:9](=[N:10][CH:11]=[C:12]([F:15])[CH:13]=2)[CH:8]=[CH:7][C:6]1=[O:16].CC([N:22]([C@@H:26]1[CH2:31][CH2:30][NH:29][CH2:28][C@@H:27]1[OH:32])[C:23](=[O:25])[O-:24])(C)C.OCC[CH2:36][C:37]1[C:42](=O)N(CC2C=CC(OC)=CC=2)NC(=O)[CH:38]=1.C(O[BH-](OC(=O)C)OC(=O)C)(=O)C.[Na+]. Product: [F:15][C:12]1[CH:13]=[C:14]2[C:9]([CH:8]=[CH:7][C:6](=[O:16])[N:5]2[CH2:4][CH2:3][N:29]2[CH2:30][CH2:31][C@@H:26]([NH:22][C:23](=[O:25])[O:24][C:37]([CH3:42])([CH3:38])[CH3:36])[C@@H:27]([OH:32])[CH2:28]2)=[N:10][CH:11]=1. The catalyst class is: 147. (7) Reactant: [CH3:1][C:2]1[C:7]([N+:8]([O-])=O)=[CH:6][CH:5]=[CH:4][C:3]=1[O:11][CH3:12]. Product: [CH3:12][O:11][C:3]1[C:2]([CH3:1])=[C:7]([CH:6]=[CH:5][CH:4]=1)[NH2:8]. The catalyst class is: 50. (8) Reactant: [CH3:1][O:2][C:3](=[O:29])[C:4]1[CH:9]=[CH:8][C:7]([S:10]([N:13]2[C:21]3[C:16](=[CH:17][CH:18]=[CH:19][CH:20]=3)[C:15]([C:22]3(O)[CH2:27][CH2:26][O:25][CH2:24][CH2:23]3)=[CH:14]2)(=[O:12])=[O:11])=[CH:6][CH:5]=1.C([SiH](CC)CC)C.FC(F)(F)C(O)=O. Product: [CH3:1][O:2][C:3](=[O:29])[C:4]1[CH:9]=[CH:8][C:7]([S:10]([N:13]2[C:21]3[C:16](=[CH:17][CH:18]=[CH:19][CH:20]=3)[C:15]([CH:22]3[CH2:27][CH2:26][O:25][CH2:24][CH2:23]3)=[CH:14]2)(=[O:11])=[O:12])=[CH:6][CH:5]=1. The catalyst class is: 2. (9) The catalyst class is: 11. Reactant: Cl[C:2]1[C:11]([CH3:12])=[C:10]([Cl:13])[C:9]2[C:4](=[CH:5][C:6]([F:15])=[CH:7][C:8]=2[F:14])[N:3]=1.[CH:16]1([CH2:19][O:20][C:21]2[CH:26]=[CH:25][C:24](B3OC(C)(C)C(C)(C)O3)=[CH:23][N:22]=2)[CH2:18][CH2:17]1.C(=O)([O-])[O-].[K+].[K+]. Product: [Cl:13][C:10]1[C:9]2[C:4](=[CH:5][C:6]([F:15])=[CH:7][C:8]=2[F:14])[N:3]=[C:2]([C:24]2[CH:23]=[N:22][C:21]([O:20][CH2:19][CH:16]3[CH2:17][CH2:18]3)=[CH:26][CH:25]=2)[C:11]=1[CH3:12]. (10) Reactant: C(OP([CH:9]1[C:13](=[O:14])[NH:12][C:11](=[O:15])[N:10]1[CH3:16])(=O)OCC)C.O.[OH-].[Li+].[CH:20]([CH:22]([N:26]([CH3:49])[C:27]([CH:29]([NH:34][C:35](=[O:48])[CH:36]([NH:46][CH3:47])[C:37]([CH3:45])([C:39]1[CH:44]=[CH:43][CH:42]=[CH:41][CH:40]=1)[CH3:38])[C:30]([CH3:33])([CH3:32])[CH3:31])=[O:28])[CH:23]([CH3:25])[CH3:24])=O. Product: [CH3:47][NH:46][C@H:36]([C:35]([NH:34][C@H:29]([C:27]([N:26]([CH3:49])[C@H:22](/[CH:20]=[C:9]1\[N:10]([CH3:16])[C:11](=[O:15])[NH:12][C:13]\1=[O:14])[CH:23]([CH3:24])[CH3:25])=[O:28])[C:30]([CH3:31])([CH3:32])[CH3:33])=[O:48])[C:37]([CH3:38])([CH3:45])[C:39]1[CH:44]=[CH:43][CH:42]=[CH:41][CH:40]=1. The catalyst class is: 40.